From a dataset of Forward reaction prediction with 1.9M reactions from USPTO patents (1976-2016). Predict the product of the given reaction. (1) Given the reactants C(NC(C)C)(C)C.CN(CCN(C)C)C.[Li]CCCC.[Br:21][C:22]1[C:30]2[CH:29]=[CH:28][S:27][C:26]=2[CH:25]=[CH:24][CH:23]=1.[CH3:31][Si:32](Cl)([CH3:34])[CH3:33], predict the reaction product. The product is: [Br:21][C:22]1[C:30]2[CH:29]=[C:28]([Si:32]([CH3:34])([CH3:33])[CH3:31])[S:27][C:26]=2[CH:25]=[CH:24][CH:23]=1. (2) Given the reactants [NH2:1][CH2:2][CH2:3][C:4]1[CH:35]=[CH:34][C:7]([O:8][CH2:9][CH2:10][C:11]2[CH:16]=[CH:15][C:14]([OH:17])=[C:13]([C@@H:18]([C:28]3[CH:33]=[CH:32][CH:31]=[CH:30][CH:29]=3)[CH2:19][CH2:20][N:21]([CH:25]([CH3:27])[CH3:26])[CH:22]([CH3:24])[CH3:23])[CH:12]=2)=[CH:6][CH:5]=1.C(O)(=O)C.[CH:40](=O)[C:41]1[CH:46]=[CH:45][CH:44]=[CH:43][CH:42]=1.[BH4-].[Na+], predict the reaction product. The product is: [NH3:1].[CH2:40]([NH:1][CH2:2][CH2:3][C:4]1[CH:5]=[CH:6][C:7]([O:8][CH2:9][CH2:10][C:11]2[CH:16]=[CH:15][C:14]([OH:17])=[C:13]([C@@H:18]([C:28]3[CH:29]=[CH:30][CH:31]=[CH:32][CH:33]=3)[CH2:19][CH2:20][N:21]([CH:25]([CH3:26])[CH3:27])[CH:22]([CH3:24])[CH3:23])[CH:12]=2)=[CH:34][CH:35]=1)[C:41]1[CH:46]=[CH:45][CH:44]=[CH:43][CH:42]=1. (3) Given the reactants [CH3:1][C:2]1[C:11]([CH3:12])=[CH:10][C:5]2[NH:6][C:7](=[O:9])[NH:8][C:4]=2[CH:3]=1.C([O-])([O-])=O.[K+].[K+].C[N+](C)(C)[CH2:21][C:22]1[C:23]2[C:30]([CH3:31])=[CH:29][CH:28]=[CH:27][C:24]=2[S:25][CH:26]=1.[I-].[H-].[Na+], predict the reaction product. The product is: [CH3:1][C:2]1[C:11]([CH3:12])=[CH:10][C:5]2[N:6]([CH2:21][C:22]3[C:23]4[C:30]([CH3:31])=[CH:29][CH:28]=[CH:27][C:24]=4[S:25][CH:26]=3)[C:7](=[O:9])[NH:8][C:4]=2[CH:3]=1. (4) Given the reactants [CH:1]([S:4]([C:7]1[CH:12]=[CH:11][CH:10]=[CH:9][C:8]=1[NH:13][C:14]1[N:19]=[CH:18][N:17]=[C:16]([NH:20][C:21]2[C:29]3[O:28][C@H:27]([CH3:30])[CH2:26][C:25]=3[C:24]([CH:31]3[CH2:36][CH2:35][N:34]([C:37](=[O:47])[CH2:38][NH:39]C(=O)OC(C)(C)C)[CH2:33][CH2:32]3)=[C:23]([CH3:48])[CH:22]=2)[N:15]=1)(=[O:6])=[O:5])([CH3:3])[CH3:2].C(O)(C(F)(F)F)=O, predict the reaction product. The product is: [NH2:39][CH2:38][C:37]([N:34]1[CH2:35][CH2:36][CH:31]([C:24]2[C:25]3[CH2:26][C@@H:27]([CH3:30])[O:28][C:29]=3[C:21]([NH:20][C:16]3[N:15]=[C:14]([NH:13][C:8]4[CH:9]=[CH:10][CH:11]=[CH:12][C:7]=4[S:4]([CH:1]([CH3:3])[CH3:2])(=[O:5])=[O:6])[N:19]=[CH:18][N:17]=3)=[CH:22][C:23]=2[CH3:48])[CH2:32][CH2:33]1)=[O:47]. (5) The product is: [F:15][C:13]1[CH:12]=[CH:11][C:5]2[O:6][CH:7]=[C:1]([CH3:2])[C:4]=2[CH:14]=1. Given the reactants [C:1]([C:4]1[CH:14]=[C:13]([F:15])[CH:12]=[CH:11][C:5]=1[O:6][CH2:7]C(O)=O)(=O)[CH3:2].C([O-])(=O)C.[Na+].C(OC(=O)C)(=O)C, predict the reaction product. (6) Given the reactants P(Cl)(Cl)(Cl)=O.CN([CH:14]=[O:15])C1C=CC=CC=1.[CH2:16]([O:18][C:19]([C:21]1[NH:22][C:23]2[C:28]([CH:29]=1)=[CH:27][C:26]([Cl:30])=[CH:25][CH:24]=2)=[O:20])[CH3:17].C([O-])(=O)C.[Na+], predict the reaction product. The product is: [CH2:16]([O:18][C:19]([C:21]1[NH:22][C:23]2[C:28]([C:29]=1[CH:14]=[O:15])=[CH:27][C:26]([Cl:30])=[CH:25][CH:24]=2)=[O:20])[CH3:17]. (7) Given the reactants C[O:2][C:3]1[CH:12]=[CH:11][CH:10]=[C:9]2[C:4]=1[CH2:5][CH2:6][C@H:7]([N:13]([CH2:21][CH2:22][CH3:23])[CH2:14][CH2:15][C:16]1[S:17][CH:18]=[CH:19][CH:20]=1)[CH2:8]2.B(Br)(Br)Br.C(=O)(O)[O-].[Na+], predict the reaction product. The product is: [CH3:23][CH2:22][CH2:21][N:13]([C@@H:7]1[CH2:8][C:9]2[CH:10]=[CH:11][CH:12]=[C:3]([OH:2])[C:4]=2[CH2:5][CH2:6]1)[CH2:14][CH2:15][C:16]1[S:17][CH:18]=[CH:19][CH:20]=1. (8) Given the reactants [CH:1]([CH:14]1[CH2:19][CH2:18][N:17]([C:20]2[CH:25]=[CH:24][C:23]([NH2:26])=[CH:22][C:21]=2[F:27])[CH2:16][CH2:15]1)([C:8]1[CH:13]=[CH:12][CH:11]=[CH:10][CH:9]=1)[C:2]1[CH:7]=[CH:6][CH:5]=[CH:4][CH:3]=1.[CH2:28]([CH:30]([CH2:34][CH3:35])[C:31](Cl)=[O:32])[CH3:29], predict the reaction product. The product is: [CH:1]([CH:14]1[CH2:15][CH2:16][N:17]([C:20]2[CH:25]=[CH:24][C:23]([NH:26][C:31](=[O:32])[CH:30]([CH2:34][CH3:35])[CH2:28][CH3:29])=[CH:22][C:21]=2[F:27])[CH2:18][CH2:19]1)([C:8]1[CH:13]=[CH:12][CH:11]=[CH:10][CH:9]=1)[C:2]1[CH:7]=[CH:6][CH:5]=[CH:4][CH:3]=1.